Task: Regression/Classification. Given a drug SMILES string, predict its absorption, distribution, metabolism, or excretion properties. Task type varies by dataset: regression for continuous measurements (e.g., permeability, clearance, half-life) or binary classification for categorical outcomes (e.g., BBB penetration, CYP inhibition). Dataset: cyp2c19_veith.. Dataset: CYP2C19 inhibition data for predicting drug metabolism from PubChem BioAssay The molecule is Cn1cccc1C(=O)N1CCC[C@@]2(CCN(c3ccncc3)C2)C1. The result is 1 (inhibitor).